From a dataset of Catalyst prediction with 721,799 reactions and 888 catalyst types from USPTO. Predict which catalyst facilitates the given reaction. Reactant: C([O:3][C:4](=O)[C:5]1[C:10]([Cl:11])=[CH:9][CH:8]=[N:7][C:6]=1[Cl:12])C.[H-].C([Al+]CC(C)C)C(C)C. Product: [Cl:12][C:6]1[C:5]([CH2:4][OH:3])=[C:10]([Cl:11])[CH:9]=[CH:8][N:7]=1. The catalyst class is: 1.